Dataset: Full USPTO retrosynthesis dataset with 1.9M reactions from patents (1976-2016). Task: Predict the reactants needed to synthesize the given product. (1) Given the product [F:34][C:33]([F:36])([F:35])[S:30]([O:37][C:11]1[CH2:10][CH2:9][N:8]([C:1]([O:3][C:4]([CH3:7])([CH3:6])[CH3:5])=[O:2])[CH2:13][CH:12]=1)(=[O:32])=[O:31], predict the reactants needed to synthesize it. The reactants are: [C:1]([N:8]1[CH2:13][CH2:12][CH2:11][CH2:10][C:9]1=O)([O:3][C:4]([CH3:7])([CH3:6])[CH3:5])=[O:2].C(NC(C)C)(C)C.[Li].C1C=CC(N[S:30]([C:33]([F:36])([F:35])[F:34])(=[O:32])=[O:31])=CC=1.[O:37]1CCCC1. (2) Given the product [C:15]1([C:10]2[CH:9]=[CH:8][C:7]3[N:6]([C:21]4[CH:22]=[CH:23][C:24]([CH3:27])=[CH:25][CH:26]=4)[C:5]4[C:13]([C:12]=3[CH:11]=2)=[CH:14][C:2]([C:33]2[CH:34]=[CH:35][C:30]([O:29][CH3:28])=[CH:31][CH:32]=2)=[CH:3][CH:4]=4)[CH:20]=[CH:19][CH:18]=[CH:17][CH:16]=1, predict the reactants needed to synthesize it. The reactants are: Br[C:2]1[CH:3]=[CH:4][C:5]2[N:6]([C:21]3[CH:26]=[CH:25][C:24]([CH3:27])=[CH:23][CH:22]=3)[C:7]3[C:12]([C:13]=2[CH:14]=1)=[CH:11][C:10]([C:15]1[CH:20]=[CH:19][CH:18]=[CH:17][CH:16]=1)=[CH:9][CH:8]=3.[CH3:28][O:29][C:30]1[CH:35]=[CH:34][C:33](B(O)O)=[CH:32][CH:31]=1.C1(C)C=CC=CC=1. (3) Given the product [CH2:1]([O:8][C:9](=[O:33])[C@@H:10]([NH:20][C:21](=[O:32])[C@@H:22]([NH:24][C:25](=[O:27])[CH2:48][CH2:47][C:46]1[N:42]([CH3:41])[N:43]=[CH:44][CH:45]=1)[CH3:23])[CH2:11][C:12]1[CH:17]=[CH:16][C:15]([O:18][CH3:19])=[CH:14][CH:13]=1)[C:2]1[CH:3]=[CH:4][CH:5]=[CH:6][CH:7]=1, predict the reactants needed to synthesize it. The reactants are: [CH2:1]([O:8][C:9](=[O:33])[C@@H:10]([NH:20][C:21](=[O:32])[C@@H:22]([NH:24][C:25]([O:27]C(C)(C)C)=O)[CH3:23])[CH2:11][C:12]1[CH:17]=[CH:16][C:15]([O:18][CH3:19])=[CH:14][CH:13]=1)[C:2]1[CH:7]=[CH:6][CH:5]=[CH:4][CH:3]=1.FC(F)(F)C(O)=O.[CH3:41][N:42]1[C:46]([CH2:47][CH2:48]C(O)=O)=[CH:45][CH:44]=[N:43]1.C(N(CC)C(C)C)(C)C.CN(C(ON1N=NC2C=CC=NC1=2)=[N+](C)C)C.F[P-](F)(F)(F)(F)F. (4) The reactants are: [OH:1][C:2]1[CH:10]=[CH:9][C:5]([C:6]([OH:8])=[O:7])=[CH:4][N:3]=1.S(=O)(=O)(O)O.[C:16](=O)(O)[O-].[Na+]. Given the product [OH:1][C:2]1[CH:10]=[CH:9][C:5]([C:6]([O:8][CH3:16])=[O:7])=[CH:4][N:3]=1, predict the reactants needed to synthesize it. (5) Given the product [CH2:1]([O:8][C:9]1[C:13]([O:14][CH2:15][C:16]2[CH:21]=[CH:20][CH:19]=[CH:18][CH:17]=2)=[C:12]([C:22](=[O:26])[N:23]([CH3:25])[CH3:24])[N:11]([C:27]2[CH:32]=[CH:31][C:30]([OH:33])=[CH:29][CH:28]=2)[C:10]=1[C:43]([O:45][CH2:46][CH3:47])=[O:44])[C:2]1[CH:7]=[CH:6][CH:5]=[CH:4][CH:3]=1, predict the reactants needed to synthesize it. The reactants are: [CH2:1]([O:8][C:9]1[C:13]([O:14][CH2:15][C:16]2[CH:21]=[CH:20][CH:19]=[CH:18][CH:17]=2)=[C:12]([C:22](=[O:26])[N:23]([CH3:25])[CH3:24])[N:11]([C:27]2[CH:32]=[CH:31][C:30]([O:33]CC3C=CC(OC)=CC=3)=[CH:29][CH:28]=2)[C:10]=1[C:43]([O:45][CH2:46][CH3:47])=[O:44])[C:2]1[CH:7]=[CH:6][CH:5]=[CH:4][CH:3]=1.COC1C=CC(COC2C=CC(N)=CC=2)=CC=1. (6) Given the product [CH3:12][O:11][C:8]1[CH:9]=[C:10]2[C:5](=[CH:6][CH:7]=1)[C:4]([OH:14])=[N:3][C:15]([N:27]1[CH2:32][CH2:31][O:30][CH2:29][CH2:28]1)=[CH:16]2, predict the reactants needed to synthesize it. The reactants are: C([N:3]([CH2:15][CH3:16])[C:4](=[O:14])[C:5]1[CH:10]=[CH:9][C:8]([O:11][CH3:12])=[CH:7][C:6]=1C)C.C([Li])(C)(C)C.CCCCC.[N:27]1(C#N)[CH2:32][CH2:31][O:30][CH2:29][CH2:28]1. (7) Given the product [Br:1][C:2]1[CH:3]=[C:4]([C:12](=[CH:18][CH:19]2[CH2:23][CH2:22][C:21]3([O:24][CH2:25][C:26]([CH3:29])([CH3:30])[CH2:27][O:28]3)[CH2:20]2)[C:13]([O:15][CH2:16][CH3:17])=[O:14])[CH:5]=[CH:6][C:7]=1[S:8]([CH:9]1[CH2:11][CH2:10]1)(=[O:34])=[O:46], predict the reactants needed to synthesize it. The reactants are: [Br:1][C:2]1[CH:3]=[C:4]([C:12](=[CH:18][CH:19]2[CH2:23][CH2:22][C:21]3([O:28][CH2:27][C:26]([CH3:30])([CH3:29])[CH2:25][O:24]3)[CH2:20]2)[C:13]([O:15][CH2:16][CH3:17])=[O:14])[CH:5]=[CH:6][C:7]=1[S:8][CH:9]1[CH2:11][CH2:10]1.C1([O:34]B(O)O)CC1.P([O-])([O-])([O-])=O.[K+].[K+].[K+].[OH2:46]. (8) Given the product [OH:30][C@@:23]1([C:21]#[C:22][C:2]2[CH:3]=[C:4]([N:8]3[C:16]4[CH:15]=[CH:14][N:13]=[CH:12][C:11]=4[C:10]([C:17]([O:19][CH3:20])=[O:18])=[N:9]3)[CH:5]=[CH:6][CH:7]=2)[CH2:27][CH2:26][N:25]([CH3:28])[C:24]1=[O:29], predict the reactants needed to synthesize it. The reactants are: I[C:2]1[CH:3]=[C:4]([N:8]2[C:16]3[CH:15]=[CH:14][N:13]=[CH:12][C:11]=3[C:10]([C:17]([O:19][CH3:20])=[O:18])=[N:9]2)[CH:5]=[CH:6][CH:7]=1.[C:21]([C@:23]1([OH:30])[CH2:27][CH2:26][N:25]([CH3:28])[C:24]1=[O:29])#[CH:22]. (9) Given the product [NH2:9][CH2:10][C@@H:11]([CH3:32])[O:12][C:13]1[CH:22]=[CH:21][CH:20]=[C:19]2[C:14]=1[C:15]([NH:23][C:24]1[CH:29]=[CH:28][C:27]([O:30][CH2:46][C:41]3[CH:42]=[CH:43][CH:44]=[CH:45][N:40]=3)=[C:26]([Cl:31])[CH:25]=1)=[N:16][CH:17]=[N:18]2, predict the reactants needed to synthesize it. The reactants are: C(=O)C1C=CC=CC=1.[NH2:9][CH2:10][C@@H:11]([CH3:32])[O:12][C:13]1[CH:22]=[CH:21][CH:20]=[C:19]2[C:14]=1[C:15]([NH:23][C:24]1[CH:29]=[CH:28][C:27]([OH:30])=[C:26]([Cl:31])[CH:25]=1)=[N:16][CH:17]=[N:18]2.C(=O)([O-])[O-].[K+].[K+].Cl.[N:40]1[CH:45]=[CH:44][CH:43]=[CH:42][C:41]=1[CH2:46]Cl.O1CCOCCOCCOCCOCCOCC1.